Dataset: Reaction yield outcomes from USPTO patents with 853,638 reactions. Task: Predict the reaction yield, written as a fraction of the theoretical maximum amount of product (1.0 means a 100% yield; for example, 0.34 means a 34% yield). (1) The reactants are Br[C:2]1[CH:7]=[CH:6][C:5]([O:8][CH3:9])=[C:4]([CH3:10])[CH:3]=1.CC(C)([O-])C.[Na+].[CH3:17][O:18][C:19]1[CH:24]=[CH:23][C:22]([NH:25]C2C=CC=CC=2)=[CH:21][C:20]=1[CH3:32]. The catalyst is C1(C)C=CC=CC=1.C([O-])(=O)C.[Pd+2].C([O-])(=O)C.C1(P(C2C=CC=CC=2)[C-]2C=CC=C2)C=CC=CC=1.[C-]1(P(C2C=CC=CC=2)C2C=CC=CC=2)C=CC=C1.[Fe+2]. The product is [CH3:9][O:8][C:5]1[CH:6]=[CH:7][C:2]([NH:25][C:22]2[CH:23]=[CH:24][C:19]([O:18][CH3:17])=[C:20]([CH3:32])[CH:21]=2)=[CH:3][C:4]=1[CH3:10]. The yield is 0.704. (2) The reactants are O1CCCC1.[F:6][C:7]([F:31])([F:30])[C:8]1[CH:13]=[C:12]([C:14]([F:17])([F:16])[F:15])[CH:11]=[CH:10][C:9]=1[NH:18][C:19](=[O:29])[C:20]1[CH:25]=[CH:24][CH:23]=[C:22]([N:26]=[C:27]=[O:28])[CH:21]=1.[F:32][C:33]([F:40])([C:36]([F:39])([F:38])[F:37])[CH2:34][OH:35].C(N(CC)CC)C. The catalyst is C(OCC)(=O)C. The product is [F:6][C:7]([F:30])([F:31])[C:8]1[CH:13]=[C:12]([C:14]([F:15])([F:16])[F:17])[CH:11]=[CH:10][C:9]=1[NH:18][C:19](=[O:29])[C:20]1[CH:25]=[CH:24][CH:23]=[C:22]([NH:26][C:27]([O:35][CH2:34][C:33]([F:40])([F:32])[C:36]([F:39])([F:38])[F:37])=[O:28])[CH:21]=1. The yield is 0.700. (3) The reactants are [OH-].[Na+].I[CH2:4][CH2:5][CH2:6][CH3:7].[C:8]1([CH3:20])[CH:13]=[CH:12][C:11]([S:14]([CH2:17][N+:18]#[C-:19])(=[O:16])=[O:15])=[CH:10][CH:9]=1. The catalyst is [I-].C([N+](CCCC)(CCCC)CCCC)CCC.C(Cl)Cl.O. The product is [N+:18]([CH:17]([S:14]([C:11]1[CH:10]=[CH:9][C:8]([CH3:20])=[CH:13][CH:12]=1)(=[O:15])=[O:16])[CH2:4][CH2:5][CH2:6][CH3:7])#[C-:19]. The yield is 0.870. (4) The reactants are I[C:2]1[CH:7]=[CH:6][N:5]=[CH:4][CH:3]=1.[Li][CH2:9][CH2:10][CH2:11][CH3:12].[F:13][C:14]1[CH:19]=[CH:18][C:17]([C:20]2ON=C(C(=O)C)[N:21]=2)=[CH:16][CH:15]=1.C1C[O:31]CC1. No catalyst specified. The product is [F:13][C:14]1[CH:15]=[CH:16][C:17]([C:20]2[CH:9]=[C:10]([CH:11]([C:2]3[CH:7]=[CH:6][N:5]=[CH:4][CH:3]=3)[CH3:12])[O:31][N:21]=2)=[CH:18][CH:19]=1. The yield is 0.290.